The task is: Predict the product of the given reaction.. This data is from Forward reaction prediction with 1.9M reactions from USPTO patents (1976-2016). (1) Given the reactants [Cl:1][C:2]1[CH:7]=[C:6]([Cl:8])[CH:5]=[CH:4][C:3]=1[CH:9]1[C:14]([C:15]([O:17][CH2:18][CH3:19])=[O:16])=[C:13]([CH3:20])[NH:12][C:11]([C:21]2[S:22][CH:23]=[N:24][N:25]=2)=[N:10]1.C1C(=O)N([Br:33])C(=O)C1, predict the reaction product. The product is: [Br:33][CH2:20][C:13]1[NH:12][C:11]([C:21]2[S:22][CH:23]=[N:24][N:25]=2)=[N:10][CH:9]([C:3]2[CH:4]=[CH:5][C:6]([Cl:8])=[CH:7][C:2]=2[Cl:1])[C:14]=1[C:15]([O:17][CH2:18][CH3:19])=[O:16]. (2) Given the reactants Br[C:2]1[CH:21]=[CH:20][C:5]2[N:6]=[C:7]([N:9]3[CH2:14][CH2:13][N:12]([CH:15]4[CH2:19][CH2:18][CH2:17][CH2:16]4)[CH2:11][CH2:10]3)[S:8][C:4]=2[CH:3]=1.[Cu][C:23]#[N:24], predict the reaction product. The product is: [CH:15]1([N:12]2[CH2:13][CH2:14][N:9]([C:7]3[S:8][C:4]4[CH:3]=[C:2]([C:23]#[N:24])[CH:21]=[CH:20][C:5]=4[N:6]=3)[CH2:10][CH2:11]2)[CH2:19][CH2:18][CH2:17][CH2:16]1. (3) Given the reactants [BH-](OC(C)=O)(OC(C)=O)OC(C)=O.[Na+].[CH:15]([C:18]1[CH:24]=[CH:23][CH:22]=[C:21]([CH:25]([CH3:27])[CH3:26])[C:19]=1[NH2:20])([CH3:17])[CH3:16].[CH3:28][C:29]([CH3:31])=O.C(O)(=O)C, predict the reaction product. The product is: [CH:29]([NH:20][C:19]1[C:18]([CH:15]([CH3:17])[CH3:16])=[CH:24][CH:23]=[CH:22][C:21]=1[CH:25]([CH3:27])[CH3:26])([CH3:31])[CH3:28]. (4) Given the reactants [C:1]([C:4]1[C:13]2[O:12][CH2:11][C:10](=[O:14])[NH:9][C:8]=2[CH:7]=[C:6]([O:15][CH2:16][C:17]2[CH:22]=[CH:21][CH:20]=[CH:19][CH:18]=2)[CH:5]=1)(=[O:3])[CH3:2].[Br-:23].[Br-].[Br-].C([N+](CCCC)(CCCC)CCCC)CCC.C([N+](CCCC)(CCCC)CCCC)CCC.C([N+](CCCC)(CCCC)CCCC)CCC.O, predict the reaction product. The product is: [Br:23][CH2:2][C:1]([C:4]1[C:13]2[O:12][CH2:11][C:10](=[O:14])[NH:9][C:8]=2[CH:7]=[C:6]([O:15][CH2:16][C:17]2[CH:22]=[CH:21][CH:20]=[CH:19][CH:18]=2)[CH:5]=1)=[O:3]. (5) Given the reactants [CH3:1][O:2][CH2:3][CH2:4][CH2:5][CH2:6][C@@:7]([C:15]1[CH:20]=[CH:19][CH:18]=[CH:17][CH:16]=1)([C@@H:9]1[CH2:14][CH2:13][CH2:12][NH:11][CH2:10]1)[OH:8].C(N(CC)CC)C.[Cl:28][C:29](Cl)([O:31]C(=O)OC(Cl)(Cl)Cl)Cl, predict the reaction product. The product is: [OH:8][C@@:7]([C@@H:9]1[CH2:14][CH2:13][CH2:12][N:11]([C:29]([Cl:28])=[O:31])[CH2:10]1)([C:15]1[CH:20]=[CH:19][CH:18]=[CH:17][CH:16]=1)[CH2:6][CH2:5][CH2:4][CH2:3][O:2][CH3:1].